From a dataset of Full USPTO retrosynthesis dataset with 1.9M reactions from patents (1976-2016). Predict the reactants needed to synthesize the given product. (1) The reactants are: [CH:1]1([C:6]([N:8]2[CH2:13][CH2:12][CH:11]([C:14]3[C:22]4[C:17](=[CH:18][CH:19]=[C:20]([N:23]=[C:24]=[O:25])[CH:21]=4)[N:16]([CH3:26])[CH:15]=3)[CH2:10][CH2:9]2)=[O:7])[CH2:5][CH2:4][CH2:3][CH2:2]1.C(N(CC)CC)C.[NH:34]1[CH2:39][CH2:38][CH2:37][CH:36]([C:40]#[N:41])[CH2:35]1. Given the product [C:40]([CH:36]1[CH2:37][CH2:38][CH2:39][N:34]([C:24]([NH:23][C:20]2[CH:21]=[C:22]3[C:17](=[CH:18][CH:19]=2)[N:16]([CH3:26])[CH:15]=[C:14]3[CH:11]2[CH2:12][CH2:13][N:8]([C:6]([CH:1]3[CH2:2][CH2:3][CH2:4][CH2:5]3)=[O:7])[CH2:9][CH2:10]2)=[O:25])[CH2:35]1)#[N:41], predict the reactants needed to synthesize it. (2) The reactants are: [OH:1][NH:2][C:3]([C:5]1[CH:14]=[C:13]2[C:8]([C:9](=[O:30])[NH:10][C:11]([CH2:15][NH:16][CH:17]3[CH2:22][CH2:21][N:20](C(OC(C)(C)C)=O)[CH2:19][CH2:18]3)=[N:12]2)=[CH:7][CH:6]=1)=[O:4].Cl.O1CCOCC1. Given the product [OH:1][NH:2][C:3]([C:5]1[CH:14]=[C:13]2[C:8]([C:9](=[O:30])[NH:10][C:11]([CH2:15][NH:16][CH:17]3[CH2:18][CH2:19][NH:20][CH2:21][CH2:22]3)=[N:12]2)=[CH:7][CH:6]=1)=[O:4], predict the reactants needed to synthesize it. (3) Given the product [CH3:1][O:2][C:3]([C:5]1([C:8]2[CH:9]=[C:10]([I:16])[C:11]([O:15][CH2:20][C:19]([CH3:21])=[CH2:18])=[C:12]([I:14])[CH:13]=2)[CH2:7][CH2:6]1)=[O:4], predict the reactants needed to synthesize it. The reactants are: [CH3:1][O:2][C:3]([C:5]1([C:8]2[CH:13]=[C:12]([I:14])[C:11]([OH:15])=[C:10]([I:16])[CH:9]=2)[CH2:7][CH2:6]1)=[O:4].Cl[CH2:18][C:19]([CH3:21])=[CH2:20].C([O-])([O-])=O.[K+].[K+]. (4) The reactants are: [CH2:1]([O:3][C:4](=[O:23])[CH2:5][N:6]1[C:14]2[C:9](=[CH:10][C:11]([O:15][Si](C(C)(C)C)(C)C)=[CH:12][CH:13]=2)[CH:8]=[CH:7]1)[CH3:2].O.[F-].C([N+](CCCC)(CCCC)CCCC)CCC. Given the product [CH2:1]([O:3][C:4](=[O:23])[CH2:5][N:6]1[C:14]2[C:9](=[CH:10][C:11]([OH:15])=[CH:12][CH:13]=2)[CH:8]=[CH:7]1)[CH3:2], predict the reactants needed to synthesize it.